From a dataset of Forward reaction prediction with 1.9M reactions from USPTO patents (1976-2016). Predict the product of the given reaction. Given the reactants [Cl:1][C:2]1[C:3](F)=[CH:4][C:5]([F:15])=[C:6]([CH:14]=1)[C:7]([O:9][C:10]([CH3:13])([CH3:12])[CH3:11])=[O:8].[Cl:17][C:18]1[CH:19]=[C:20]([OH:31])[CH:21]=[N:22][C:23]=1[O:24][C@@H:25]([CH3:30])[C:26]([F:29])([F:28])[F:27].C(=O)([O-])[O-].[K+].[K+], predict the reaction product. The product is: [Cl:1][C:2]1[C:3]([O:31][C:20]2[CH:21]=[N:22][C:23]([O:24][C@@H:25]([CH3:30])[C:26]([F:29])([F:28])[F:27])=[C:18]([Cl:17])[CH:19]=2)=[CH:4][C:5]([F:15])=[C:6]([CH:14]=1)[C:7]([O:9][C:10]([CH3:13])([CH3:12])[CH3:11])=[O:8].